This data is from NCI-60 drug combinations with 297,098 pairs across 59 cell lines. The task is: Regression. Given two drug SMILES strings and cell line genomic features, predict the synergy score measuring deviation from expected non-interaction effect. Drug 2: CC1=C(C(=O)C2=C(C1=O)N3CC4C(C3(C2COC(=O)N)OC)N4)N. Cell line: OVCAR-5. Drug 1: CC1C(C(CC(O1)OC2CC(CC3=C2C(=C4C(=C3O)C(=O)C5=C(C4=O)C(=CC=C5)OC)O)(C(=O)C)O)N)O.Cl. Synergy scores: CSS=32.0, Synergy_ZIP=-11.9, Synergy_Bliss=-6.53, Synergy_Loewe=-6.95, Synergy_HSA=-4.85.